This data is from Merck oncology drug combination screen with 23,052 pairs across 39 cell lines. The task is: Regression. Given two drug SMILES strings and cell line genomic features, predict the synergy score measuring deviation from expected non-interaction effect. (1) Drug 1: C#Cc1cccc(Nc2ncnc3cc(OCCOC)c(OCCOC)cc23)c1. Drug 2: O=C(NOCC(O)CO)c1ccc(F)c(F)c1Nc1ccc(I)cc1F. Cell line: A2058. Synergy scores: synergy=6.42. (2) Drug 1: COc1cccc2c1C(=O)c1c(O)c3c(c(O)c1C2=O)CC(O)(C(=O)CO)CC3OC1CC(N)C(O)C(C)O1. Drug 2: O=C(O)C1(Cc2cccc(Nc3nccs3)n2)CCC(Oc2cccc(Cl)c2F)CC1. Cell line: A2780. Synergy scores: synergy=-0.700. (3) Drug 1: Cc1nc(Nc2ncc(C(=O)Nc3c(C)cccc3Cl)s2)cc(N2CCN(CCO)CC2)n1. Drug 2: Cn1c(=O)n(-c2ccc(C(C)(C)C#N)cc2)c2c3cc(-c4cnc5ccccc5c4)ccc3ncc21. Cell line: UACC62. Synergy scores: synergy=38.9.